This data is from Forward reaction prediction with 1.9M reactions from USPTO patents (1976-2016). The task is: Predict the product of the given reaction. (1) Given the reactants [Br:1][C:2]1[CH:3]=[C:4]2[C@@:10]3([CH2:14][CH2:13][N:12]([C:15]([O:17][C:18](C)(C)C)=[O:16])[CH2:11]3)[CH2:9][NH:8][C:5]2=[CH:6][CH:7]=1.Cl.[NH2:23][C:24]1[S:25][C:26]([F:29])=[CH:27][N:28]=1.Cl[C:31](OC)=[O:32], predict the reaction product. The product is: [Br:1][C:2]1[CH:3]=[C:4]2[C@@:10]3([CH2:14][CH2:13][N:12]([C:15]([O:17][CH3:18])=[O:16])[CH2:11]3)[CH2:9][N:8]([C:31](=[O:32])[NH:23][C:24]3[S:25][C:26]([F:29])=[CH:27][N:28]=3)[C:5]2=[CH:6][CH:7]=1. (2) Given the reactants [H-].[Na+].[CH2:3]([O:10][C:11]1[CH:12]=[C:13]2[C:17](=[CH:18][CH:19]=1)[NH:16][CH:15]=[CH:14]2)[C:4]1[CH:9]=[CH:8][CH:7]=[CH:6][CH:5]=1.Br[CH:21]1[CH2:23][CH:22]1[C:24]([O:26][CH2:27][CH3:28])=[O:25], predict the reaction product. The product is: [CH2:3]([O:10][C:11]1[CH:12]=[C:13]2[C:17](=[CH:18][CH:19]=1)[NH:16][C:15]([CH:21]1[CH2:23][CH:22]1[C:24]([O:26][CH2:27][CH3:28])=[O:25])=[CH:14]2)[C:4]1[CH:5]=[CH:6][CH:7]=[CH:8][CH:9]=1. (3) Given the reactants [CH2:1]([C:8]1[C:9]([CH3:24])=[C:10]([C:22]#[N:23])[C:11]2[N:12]([N:15]=[C:16]([C:18]([CH3:21])([CH3:20])[CH3:19])[N:17]=2)[C:13]=1O)[C:2]1[CH:7]=[CH:6][CH:5]=[CH:4][CH:3]=1.P(Cl)(Cl)([Cl:27])=O, predict the reaction product. The product is: [CH2:1]([C:8]1[C:9]([CH3:24])=[C:10]([C:22]#[N:23])[C:11]2[N:12]([N:15]=[C:16]([C:18]([CH3:21])([CH3:20])[CH3:19])[N:17]=2)[C:13]=1[Cl:27])[C:2]1[CH:7]=[CH:6][CH:5]=[CH:4][CH:3]=1. (4) Given the reactants [CH3:1][N:2]1[CH:7]2[CH2:8][CH2:9][CH:3]1[CH2:4][CH:5]([S:10][C:11]1[CH:12]=[N:13][C:14]([N+:17]([O-])=O)=[CH:15][CH:16]=1)[CH2:6]2.O.O.[Sn](Cl)Cl, predict the reaction product. The product is: [CH3:1][N:2]1[CH:7]2[CH2:8][CH2:9][CH:3]1[CH2:4][CH:5]([S:10][C:11]1[CH:16]=[CH:15][C:14]([NH2:17])=[N:13][CH:12]=1)[CH2:6]2.